This data is from Reaction yield outcomes from USPTO patents with 853,638 reactions. The task is: Predict the reaction yield, written as a fraction of the theoretical maximum amount of product (1.0 means a 100% yield; for example, 0.34 means a 34% yield). (1) The catalyst is CO.O. The product is [NH2:1][C:2]1[C:11]([O:12][CH3:13])=[C:10]([Cl:14])[CH:9]=[C:8]([Cl:15])[C:3]=1[C:4]([OH:6])=[O:5]. The yield is 0.950. The reactants are [NH2:1][C:2]1[C:11]([O:12][CH3:13])=[C:10]([Cl:14])[CH:9]=[C:8]([Cl:15])[C:3]=1[C:4]([O:6]C)=[O:5].[OH-].[Na+]. (2) The reactants are CC(C)([O-])C.[K+].[C:7]([CH2:9]P(=O)(OCC)OCC)#[N:8].O=[C:19]1[CH2:22][N:21]([C:23]([O:25][C:26]([CH3:29])([CH3:28])[CH3:27])=[O:24])[CH2:20]1. The catalyst is O1CCCC1. The product is [C:7]([CH:9]=[C:19]1[CH2:22][N:21]([C:23]([O:25][C:26]([CH3:29])([CH3:28])[CH3:27])=[O:24])[CH2:20]1)#[N:8]. The yield is 0.950.